This data is from Reaction yield outcomes from USPTO patents with 853,638 reactions. The task is: Predict the reaction yield, written as a fraction of the theoretical maximum amount of product (1.0 means a 100% yield; for example, 0.34 means a 34% yield). (1) The reactants are [CH3:1][C:2]1([CH3:12])[O:7][C:6]2[CH:8]=[CH:9][N:10]=[CH:11][C:5]=2[NH:4][CH2:3]1.[Br:13][C:14]1[CH:15]=[C:16]([CH:20]=[C:21]([Br:25])[C:22]=1[O:23][CH3:24])[C:17](Cl)=[O:18]. No catalyst specified. The product is [Br:13][C:14]1[CH:15]=[C:16]([C:17]([N:4]2[CH2:3][C:2]([CH3:12])([CH3:1])[O:7][C:6]3[CH:8]=[CH:9][N:10]=[CH:11][C:5]2=3)=[O:18])[CH:20]=[C:21]([Br:25])[C:22]=1[O:23][CH3:24]. The yield is 0.440. (2) The reactants are [CH3:1][CH:2]([C@:4]([OH:30])(/[CH:6]=[CH:7]/[C@H:8]([C@@H:10]1[C@:27]2([CH3:28])[C@H:13]([C:14]3[C@H:24]([CH2:25][CH2:26]2)[C@:22]2([CH3:23])[C:17]([CH2:18][C@@H:19]([OH:29])[CH2:20][CH2:21]2)=[CH:16][CH:15]=3)[CH2:12][CH2:11]1)[CH3:9])[CH3:5])[CH3:3].C1C=CC=CC=1.O. The catalyst is CCOCC. The product is [CH3:9][C@@H:8]([C@@H:10]1[C@@:27]2([CH3:28])[CH2:26][CH2:25][CH2:24]/[C:14](=[CH:15]\[CH:16]=[C:17]3\[CH2:18][C@@H:19]([OH:29])[CH2:20][CH2:21][C:22]\3=[CH2:23])/[C@@H:13]2[CH2:12][CH2:11]1)/[CH:7]=[CH:6]/[C:4]([OH:30])([CH:2]([CH3:1])[CH3:3])[CH3:5]. The yield is 0.550. (3) The reactants are [CH3:1][NH2:2].[F:3][C:4]1[C:9]2[N:10]([CH3:14])[C:11](=[O:13])[O:12][C:8]=2[CH:7]=[C:6]([N:15]2[CH2:19][C@H:18]([C:20]([O:22]C)=O)[O:17][C:16]2=[O:24])[CH:5]=1. The catalyst is CO. The product is [F:3][C:4]1[C:9]2[N:10]([CH3:14])[C:11](=[O:13])[O:12][C:8]=2[CH:7]=[C:6]([N:15]2[CH2:19][C@H:18]([C:20]([NH:2][CH3:1])=[O:22])[O:17][C:16]2=[O:24])[CH:5]=1. The yield is 0.190. (4) The reactants are [CH3:1][C@:2]12[C@@:19]3([CH3:20])[C@@H:10]([C@:11]4([CH3:24])[C@@H:16]([CH2:17][CH2:18]3)[C:15]([CH3:22])([CH3:21])[C:14](=[O:23])[CH2:13][CH2:12]4)[CH2:9][CH2:8][C@@H:7]1[C@H:6]1[C@H:25]([C:28]([CH3:30])=[CH2:29])[CH2:26][CH2:27][C@:5]1([CH:31]=[O:32])[CH2:4][CH2:3]2.CC(=CC)C.Cl([O-])=[O:39].[Na+].O.OP([O-])(O)=O.[Na+]. The catalyst is CC(O)(C)C.O.[Cl-].[NH4+]. The product is [CH3:1][C@:2]12[C@@:19]3([CH3:20])[C@@H:10]([C@:11]4([CH3:24])[C@@H:16]([CH2:17][CH2:18]3)[C:15]([CH3:21])([CH3:22])[C:14](=[O:23])[CH2:13][CH2:12]4)[CH2:9][CH2:8][C@@H:7]1[C@H:6]1[C@H:25]([C:28]([CH3:30])=[CH2:29])[CH2:26][CH2:27][C@:5]1([C:31]([OH:39])=[O:32])[CH2:4][CH2:3]2. The yield is 1.00. (5) The reactants are [F:1][C:2]1[CH:31]=[CH:30][C:5]([C:6]([NH:8][C:9]2[C:10]([CH3:29])=[C:11]([CH3:28])[C:12]3[O:16][C:15]([CH3:18])([CH3:17])[CH:14]([C:19]4[CH:24]=[CH:23][C:22]([CH3:25])=[CH:21][CH:20]=4)[C:13]=3[C:26]=2[CH3:27])=O)=[CH:4][CH:3]=1. The catalyst is CO. The product is [F:1][C:2]1[CH:3]=[CH:4][C:5]([CH2:6][NH:8][C:9]2[C:10]([CH3:29])=[C:11]([CH3:28])[C:12]3[O:16][C:15]([CH3:18])([CH3:17])[CH:14]([C:19]4[CH:24]=[CH:23][C:22]([CH3:25])=[CH:21][CH:20]=4)[C:13]=3[C:26]=2[CH3:27])=[CH:30][CH:31]=1. The yield is 0.390. (6) The reactants are CC([O:5][CH2:6][C:7]1[C:11]([CH2:12][O:13][C:14]2[CH:15]=[C:16]3[C:20](=[CH:21][CH:22]=2)[N:19]([CH2:23][C:24]2[CH:25]=[C:26]([CH:31]=[CH:32][CH:33]=2)[C:27]([O:29][CH3:30])=[O:28])[CH:18]=[CH:17]3)=[C:10]([CH:34]([CH3:36])[CH3:35])[O:9][N:8]=1)(C)C.FC(F)(F)C(O)=O. The catalyst is ClCCl. The product is [OH:5][CH2:6][C:7]1[C:11]([CH2:12][O:13][C:14]2[CH:15]=[C:16]3[C:20](=[CH:21][CH:22]=2)[N:19]([CH2:23][C:24]2[CH:25]=[C:26]([CH:31]=[CH:32][CH:33]=2)[C:27]([O:29][CH3:30])=[O:28])[CH:18]=[CH:17]3)=[C:10]([CH:34]([CH3:36])[CH3:35])[O:9][N:8]=1. The yield is 0.320. (7) The reactants are [Br:1][C:2]1[C:10]2[N:9]=[C:8]([NH:11][C:12]3[CH:17]=[CH:16][C:15]([Cl:18])=[CH:14][C:13]=3[Cl:19])[N:7]([CH2:20][CH2:21][CH2:22]Cl)[C:6]=2[C:5]([C:24]([O:26][CH3:27])=[O:25])=[CH:4][CH:3]=1.C(=O)([O-])[O-].[K+].[K+].C(OCC)(=O)C. The catalyst is CN(C)C=O. The product is [Br:1][C:2]1[CH:3]=[CH:4][C:5]([C:24]([O:26][CH3:27])=[O:25])=[C:6]2[C:10]=1[N:9]=[C:8]1[N:11]([C:12]3[CH:17]=[CH:16][C:15]([Cl:18])=[CH:14][C:13]=3[Cl:19])[CH2:22][CH2:21][CH2:20][N:7]21. The yield is 0.920. (8) The reactants are [Cl-].O[NH3+:3].[C:4](=[O:7])([O-])[OH:5].[Na+].CS(C)=O.[CH3:13][C:14]1[CH2:18][CH:17]([CH2:19][O:20][C@H:21]2[CH2:26][CH2:25][C@H:24]([N:27]3[C:32](=[O:33])[C:31]([CH2:34][C:35]4[CH:40]=[CH:39][C:38]([C:41]5[C:42]([C:47]#[N:48])=[CH:43][CH:44]=[CH:45][CH:46]=5)=[CH:37][CH:36]=4)=[C:30]([CH2:49][CH2:50][CH3:51])[N:29]4[N:52]=[CH:53][N:54]=[C:28]34)[CH2:23][CH2:22]2)[O:16][N:15]=1. The catalyst is C(OCC)(=O)C. The product is [CH3:13][C:14]1[CH2:18][CH:17]([CH2:19][O:20][C@H:21]2[CH2:26][CH2:25][C@H:24]([N:27]3[C:32](=[O:33])[C:31]([CH2:34][C:35]4[CH:40]=[CH:39][C:38]([C:41]5[CH:46]=[CH:45][CH:44]=[CH:43][C:42]=5[C:47]5[NH:3][C:4](=[O:7])[O:5][N:48]=5)=[CH:37][CH:36]=4)=[C:30]([CH2:49][CH2:50][CH3:51])[N:29]4[N:52]=[CH:53][N:54]=[C:28]34)[CH2:23][CH2:22]2)[O:16][N:15]=1. The yield is 0.430.